From a dataset of Reaction yield outcomes from USPTO patents with 853,638 reactions. Predict the reaction yield, written as a fraction of the theoretical maximum amount of product (1.0 means a 100% yield; for example, 0.34 means a 34% yield). (1) The catalyst is C(OCC)(=O)C. The product is [ClH:1].[NH2:8][CH2:9][CH2:10][NH:11][S:12]([C:15]1[CH:20]=[C:19]([S:21]([C:24]2[CH:29]=[CH:28][CH:27]=[CH:26][CH:25]=2)(=[O:22])=[O:23])[CH:18]=[CH:17][C:16]=1[C:30]([F:32])([F:33])[F:31])(=[O:13])=[O:14]. The yield is 0.930. The reactants are [ClH:1].C(OC(=O)[NH:8][CH2:9][CH2:10][NH:11][S:12]([C:15]1[CH:20]=[C:19]([S:21]([C:24]2[CH:29]=[CH:28][CH:27]=[CH:26][CH:25]=2)(=[O:23])=[O:22])[CH:18]=[CH:17][C:16]=1[C:30]([F:33])([F:32])[F:31])(=[O:14])=[O:13])(C)(C)C. (2) The yield is 0.610. The reactants are [CH3:1][O:2][C:3]1[CH:8]=[CH:7][C:6](B(O)O)=[CH:5][CH:4]=1.Br[C:13]1[S:17][C:16]([C:18]([O:20][CH3:21])=[O:19])=[CH:15][CH:14]=1. The product is [CH3:1][O:2][C:3]1[CH:8]=[CH:7][C:6]([C:13]2[S:17][C:16]([C:18]([O:20][CH3:21])=[O:19])=[CH:15][CH:14]=2)=[CH:5][CH:4]=1. No catalyst specified. (3) The reactants are COC[O:4][C:5]1[CH:6]=[CH:7][C:8]([C:18](=[O:39])[C:19]2[CH:24]=[CH:23][C:22]([O:25][CH2:26][C:27]3[N:28]=[C:29]([C:33]4[CH:38]=[CH:37][CH:36]=[CH:35][CH:34]=4)[O:30][C:31]=3[CH3:32])=[CH:21][CH:20]=2)=[C:9]([CH:17]=1)[O:10][CH2:11][C:12]([O:14]CC)=[O:13].Cl. The catalyst is CC(C)=O. The product is [OH:4][C:5]1[CH:6]=[CH:7][C:8]([C:18](=[O:39])[C:19]2[CH:24]=[CH:23][C:22]([O:25][CH2:26][C:27]3[N:28]=[C:29]([C:33]4[CH:38]=[CH:37][CH:36]=[CH:35][CH:34]=4)[O:30][C:31]=3[CH3:32])=[CH:21][CH:20]=2)=[C:9]([CH:17]=1)[O:10][CH2:11][C:12]([OH:14])=[O:13]. The yield is 0.0650. (4) The reactants are [CH3:1][O:2][CH2:3][O:4][C:5]1[CH:9]=[C:8]([C:10]([O:12][CH3:13])=[O:11])[NH:7][N:6]=1.[Cl:14][C:15]1[CH:22]=[C:21]([C:23]([F:26])([F:25])[F:24])[CH:20]=[CH:19][C:16]=1[CH2:17]Cl.C(=O)([O-])[O-].[K+].[K+].CN(C)C=O. The catalyst is O. The product is [Cl:14][C:15]1[CH:22]=[C:21]([C:23]([F:24])([F:25])[F:26])[CH:20]=[CH:19][C:16]=1[CH2:17][N:7]1[C:8]([C:10]([O:12][CH3:13])=[O:11])=[CH:9][C:5]([O:4][CH2:3][O:2][CH3:1])=[N:6]1. The yield is 0.710. (5) The reactants are [Na+].[CH2:2]([O:9][C:10]1[CH:15]=[CH:14][C:13]([CH2:16][CH2:17][CH2:18][CH2:19][CH2:20][S:21]([O-:24])(=O)=[O:22])=[CH:12][CH:11]=1)[C:3]1[CH:8]=[CH:7][CH:6]=[CH:5][CH:4]=1.S(Cl)([Cl:27])=O.CN(C=O)C. The catalyst is C1C=CC=CC=1. The product is [CH2:2]([O:9][C:10]1[CH:15]=[CH:14][C:13]([CH2:16][CH2:17][CH2:18][CH2:19][CH2:20][S:21]([Cl:27])(=[O:24])=[O:22])=[CH:12][CH:11]=1)[C:3]1[CH:8]=[CH:7][CH:6]=[CH:5][CH:4]=1. The yield is 0.370. (6) The reactants are CC(OI1(OC(C)=O)(OC(C)=O)OC(=O)C2C=CC=CC1=2)=O.[CH2:23]([N:30]([CH2:49][CH2:50][OH:51])[C:31]([CH:33]1[C:36]2[CH:37]=[C:38]([O:41][CH2:42][C:43]3[CH:48]=[CH:47][CH:46]=[CH:45][CH:44]=3)[CH:39]=[CH:40][C:35]=2[CH2:34]1)=[O:32])[C:24]1[CH:29]=[CH:28][CH:27]=[CH:26][CH:25]=1.C([O-])(O)=O.[Na+]. The catalyst is ClCCl.O. The product is [CH2:23]([N:30]([CH2:49][CH:50]=[O:51])[C:31]([CH:33]1[C:36]2[CH:37]=[C:38]([O:41][CH2:42][C:43]3[CH:44]=[CH:45][CH:46]=[CH:47][CH:48]=3)[CH:39]=[CH:40][C:35]=2[CH2:34]1)=[O:32])[C:24]1[CH:29]=[CH:28][CH:27]=[CH:26][CH:25]=1. The yield is 0.450.